Dataset: Peptide-MHC class II binding affinity with 134,281 pairs from IEDB. Task: Regression. Given a peptide amino acid sequence and an MHC pseudo amino acid sequence, predict their binding affinity value. This is MHC class II binding data. (1) The peptide sequence is GELQIVDKIDAAFKV. The MHC is DRB1_1201 with pseudo-sequence DRB1_1201. The binding affinity (normalized) is 0.415. (2) The peptide sequence is LLTWIKMLAAKNLPI. The MHC is DRB1_0405 with pseudo-sequence DRB1_0405. The binding affinity (normalized) is 0.849. (3) The peptide sequence is DVKFPGGGQIVGGVA. The MHC is HLA-DQA10501-DQB10301 with pseudo-sequence HLA-DQA10501-DQB10301. The binding affinity (normalized) is 0.801. (4) The peptide sequence is EGTKVTFHVEKGSNP. The MHC is DRB1_0401 with pseudo-sequence DRB1_0401. The binding affinity (normalized) is 0.200. (5) The peptide sequence is ILVGDNSFVSAISQT. The MHC is DRB1_0901 with pseudo-sequence DRB1_0901. The binding affinity (normalized) is 0.599. (6) The peptide sequence is YDKFLANVSTNLTGK. The MHC is DRB1_0404 with pseudo-sequence DRB1_0404. The binding affinity (normalized) is 0.794. (7) The peptide sequence is TSWFYDNDNPYRTWH. The MHC is DRB3_0101 with pseudo-sequence DRB3_0101. The binding affinity (normalized) is 0.683. (8) The peptide sequence is TRILTIPQSLDSWWT. The MHC is HLA-DQA10501-DQB10201 with pseudo-sequence HLA-DQA10501-DQB10201. The binding affinity (normalized) is 0.520.